From a dataset of Peptide-MHC class II binding affinity with 134,281 pairs from IEDB. Regression. Given a peptide amino acid sequence and an MHC pseudo amino acid sequence, predict their binding affinity value. This is MHC class II binding data. (1) The peptide sequence is SNDLELSWNLNGLQAY. The MHC is DRB1_0401 with pseudo-sequence DRB1_0401. The binding affinity (normalized) is 0.481. (2) The peptide sequence is EFAIYQPESQRYIHC. The MHC is DRB1_0101 with pseudo-sequence DRB1_0101. The binding affinity (normalized) is 0.782. (3) The peptide sequence is WELGLSPQQICTNFK. The MHC is DRB1_0802 with pseudo-sequence DRB1_0802. The binding affinity (normalized) is 0.224. (4) The peptide sequence is GAMRVTKDTNDNNLY. The MHC is HLA-DQA10501-DQB10303 with pseudo-sequence HLA-DQA10501-DQB10303. The binding affinity (normalized) is 0.164. (5) The peptide sequence is AAKPAAAATATATAA. The MHC is HLA-DQA10201-DQB10202 with pseudo-sequence HLA-DQA10201-DQB10202. The binding affinity (normalized) is 0.387. (6) The peptide sequence is LPINALSNSLLRHHNLVYST. The MHC is DRB1_1501 with pseudo-sequence DRB1_1501. The binding affinity (normalized) is 0.954. (7) The peptide sequence is RWLLLNVTSEDLGKT. The MHC is DRB3_0301 with pseudo-sequence DRB3_0301. The binding affinity (normalized) is 0.787.